Dataset: Reaction yield outcomes from USPTO patents with 853,638 reactions. Task: Predict the reaction yield, written as a fraction of the theoretical maximum amount of product (1.0 means a 100% yield; for example, 0.34 means a 34% yield). (1) The reactants are [CH3:1][N:2]1[C@@H:19]2[CH2:20][C:7]3[CH:8]=[CH:9][C:10]([O:22][CH3:23])=[C:11]4[O:12][C@H:13]5[C:14]([CH2:16][CH2:17][C@:18]2([OH:21])[C@:5]5([C:6]=34)[CH2:4][CH2:3]1)=[O:15].Cl. The catalyst is C(Cl)(Cl)Cl. The product is [CH3:1][N:2]1[C@@H:19]2[CH2:20][C:7]3[CH:8]=[CH:9][C:10]([O:22][CH3:23])=[C:11]4[O:12][C@H:13]5[C:14]([CH2:16][CH2:17][C@:18]2([OH:21])[C@:5]5([C:6]=34)[CH2:4][CH2:3]1)=[O:15]. The yield is 0.930. (2) The reactants are [OH:1][C:2]1[CH:10]=[CH:9][C:5]([C:6]([OH:8])=[O:7])=[CH:4][CH:3]=1.CCN(C(C)C)C(C)C.[Si:20](Cl)([C:23]([CH3:26])([CH3:25])[CH3:24])([CH3:22])[CH3:21].OP(O)(O)=O. The catalyst is CN(C=O)C.C(Cl)Cl.CO. The product is [Si:20]([O:1][C:2]1[CH:10]=[CH:9][C:5]([C:6]([OH:8])=[O:7])=[CH:4][CH:3]=1)([C:23]([CH3:26])([CH3:25])[CH3:24])([CH3:22])[CH3:21]. The yield is 0.530. (3) The reactants are [O:1]1[CH2:13][CH:2]1[CH2:3][O:4][NH:5][C:6](=[O:12])[O:7][C:8]([CH3:11])([CH3:10])[CH3:9].[NH:14]1[CH2:18][CH2:17][CH2:16][CH2:15]1.[Cl-].[NH4+]. The catalyst is CO. The product is [OH:1][CH:2]([CH2:13][N:14]1[CH2:18][CH2:17][CH2:16][CH2:15]1)[CH2:3][O:4][NH:5][C:6](=[O:12])[O:7][C:8]([CH3:11])([CH3:10])[CH3:9]. The yield is 0.880. (4) The reactants are [NH2:1][C:2]1[CH:3]=[C:4]([N:16]([CH3:26])[S:17]([C:20]2[CH:25]=[CH:24][CH:23]=[CH:22][CH:21]=2)(=[O:19])=[O:18])[CH:5]=[CH:6][C:7]=1[NH:8][CH2:9][CH:10]1[CH2:15][CH2:14][O:13][CH2:12][CH2:11]1.C(N(C(C)C)CC)(C)C.[F:36][C:37]([F:43])([F:42])[CH2:38][C:39](O)=O.CN(C(ON1N=NC2C=CC=NC1=2)=[N+](C)C)C.F[P-](F)(F)(F)(F)F. The catalyst is CN(C=O)C. The yield is 0.320. The product is [CH3:26][N:16]([C:4]1[CH:5]=[CH:6][C:7]2[N:8]([CH2:9][CH:10]3[CH2:15][CH2:14][O:13][CH2:12][CH2:11]3)[C:39]([CH2:38][C:37]([F:43])([F:42])[F:36])=[N:1][C:2]=2[CH:3]=1)[S:17]([C:20]1[CH:25]=[CH:24][CH:23]=[CH:22][CH:21]=1)(=[O:19])=[O:18]. (5) The reactants are [NH:1]1[C:9]2[C:4](=[CH:5][CH:6]=[CH:7][N:8]=2)[CH:3]=[CH:2]1.[Cl:10][C:11]1[CH:28]=[CH:27][C:14]([CH2:15][O:16][C:17]2[CH:24]=[CH:23][C:20]([CH:21]=[O:22])=[CH:19][C:18]=2[O:25][CH3:26])=[CH:13][CH:12]=1.[CH3:29]O.[OH-].[K+]. The catalyst is C(OCC)(=O)C.O. The product is [Cl:10][C:11]1[CH:28]=[CH:27][C:14]([CH2:15][O:16][C:17]2[CH:24]=[CH:23][C:20]([CH:21]([O:22][CH3:29])[C:3]3[C:4]4[C:9](=[N:8][CH:7]=[CH:6][CH:5]=4)[NH:1][CH:2]=3)=[CH:19][C:18]=2[O:25][CH3:26])=[CH:13][CH:12]=1. The yield is 0.740. (6) The reactants are [ClH:1].[CH2:2]([N:6]1[CH2:11][CH2:10][CH:9]([CH2:12][NH:13][C:14]([C:16]2[C:24]3[CH:23]=[CH:22][CH:21]=[CH:20][C:19]=3[N:18]3[CH2:25][CH2:26][CH2:27][O:28][C:17]=23)=[O:15])[CH2:8][CH2:7]1)[CH2:3][CH2:4][CH3:5]. The catalyst is C(O)C. The product is [ClH:1].[CH2:2]([N:6]1[CH2:7][CH2:8][CH:9]([CH2:12][NH:13][C:14]([C:16]2[C:24]3[CH:23]=[CH:22][CH:21]=[CH:20][C:19]=3[N:18]3[CH2:25][CH2:26][CH2:27][O:28][C:17]=23)=[O:15])[CH2:10][CH2:11]1)[CH2:3][CH2:4][CH3:5]. The yield is 0.940. (7) The reactants are Cl[C:2]([O:4][CH2:5][C:6]1[CH:11]=[CH:10][CH:9]=[CH:8][CH:7]=1)=[O:3].[CH3:12][C:13]1[CH:18]=[C:17]([N:19]2[CH2:24][CH2:23][O:22][CH2:21][CH2:20]2)[CH:16]=[C:15]([CH3:25])[C:14]=1[NH2:26].C(N(CC)C(C)C)(C)C. The catalyst is ClCCCl. The product is [CH2:5]([O:4][C:2](=[O:3])[NH:26][C:14]1[C:15]([CH3:25])=[CH:16][C:17]([N:19]2[CH2:20][CH2:21][O:22][CH2:23][CH2:24]2)=[CH:18][C:13]=1[CH3:12])[C:6]1[CH:11]=[CH:10][CH:9]=[CH:8][CH:7]=1. The yield is 0.470. (8) The reactants are [N:1]1[CH:6]=[CH:5][CH:4]=[CH:3][C:2]=1[C:7]1[N:12]=[C:11]2[CH:13]=[CH:14][S:15][C:10]2=[C:9]([O:16][C@H:17]2[CH2:21][NH:20][C@H:19]([C:22]([NH:24][C@:25]3([C:30]([O:32][CH3:33])=[O:31])[CH2:27][C@H:26]3[CH:28]=[CH2:29])=[O:23])[CH2:18]2)[CH:8]=1.[C:34]([O:38][C:39]([NH:41][C@@H:42]([CH2:46][CH2:47][CH2:48][CH2:49][CH2:50][CH:51]=[CH2:52])[C:43](O)=[O:44])=[O:40])([CH3:37])([CH3:36])[CH3:35].C(N(CC)CC)C.CN(C(ON1N=NC2C=CC=NC1=2)=[N+](C)C)C.F[P-](F)(F)(F)(F)F.C(=O)(O)[O-].[Na+]. The catalyst is CC(N(C)C)=O. The product is [C:34]([O:38][C:39]([NH:41][CH:42]([CH2:46][CH2:47][CH2:48][CH2:49][CH2:50][CH:51]=[CH2:52])[C:43]([N:20]1[CH2:21][C@H:17]([O:16][C:9]2[CH:8]=[C:7]([C:2]3[CH:3]=[CH:4][CH:5]=[CH:6][N:1]=3)[N:12]=[C:11]3[CH:13]=[CH:14][S:15][C:10]=23)[CH2:18][C@H:19]1[C:22]([NH:24][C@:25]1([C:30]([O:32][CH3:33])=[O:31])[CH2:27][C@H:26]1[CH:28]=[CH2:29])=[O:23])=[O:44])=[O:40])([CH3:37])([CH3:36])[CH3:35]. The yield is 0.980.